Dataset: Full USPTO retrosynthesis dataset with 1.9M reactions from patents (1976-2016). Task: Predict the reactants needed to synthesize the given product. (1) The reactants are: [Li+].[BH4-].C[Si](Cl)(C)C.[C:8]([O:12][C:13]([N:15]1[CH2:18][CH2:17][C@@H:16]1[C:19](O)=[O:20])=[O:14])([CH3:11])([CH3:10])[CH3:9].CO. Given the product [OH:20][CH2:19][C@H:16]1[CH2:17][CH2:18][N:15]1[C:13]([O:12][C:8]([CH3:11])([CH3:10])[CH3:9])=[O:14], predict the reactants needed to synthesize it. (2) Given the product [I:11][C:12]1[CH:13]=[C:14]([N:1]([C:3]2[C:8](=[O:9])[CH2:7][CH2:6][CH2:5][C:4]=2[OH:10])[C:3]2[C:8](=[O:9])[CH2:7][CH2:6][CH2:5][C:4]=2[OH:10])[CH:16]=[CH:17][CH:18]=1, predict the reactants needed to synthesize it. The reactants are: [N+:1](=[C:3]1[C:8](=[O:9])[CH2:7][CH2:6][CH2:5][C:4]1=[O:10])=[N-].[I:11][C:12]1[CH:13]=[C:14]([CH:16]=[CH:17][CH:18]=1)N. (3) The reactants are: Cl[C:2]1[N:7]2[N:8]=[C:9]([CH3:11])[CH:10]=[C:6]2[N:5]=[C:4]([NH:12][C:13](=[O:24])[C:14]2[CH:19]=[CH:18][C:17]([C:20]([OH:23])([CH3:22])[CH3:21])=[CH:16][CH:15]=2)[CH:3]=1.[CH2:25]([S:27]([N:30]1[CH2:35][CH2:34][NH:33][CH2:32][CH2:31]1)(=[O:29])=[O:28])[CH3:26]. Given the product [CH2:25]([S:27]([N:30]1[CH2:31][CH2:32][N:33]([C:2]2[N:7]3[N:8]=[C:9]([CH3:11])[CH:10]=[C:6]3[N:5]=[C:4]([NH:12][C:13](=[O:24])[C:14]3[CH:19]=[CH:18][C:17]([C:20]([OH:23])([CH3:22])[CH3:21])=[CH:16][CH:15]=3)[CH:3]=2)[CH2:34][CH2:35]1)(=[O:29])=[O:28])[CH3:26], predict the reactants needed to synthesize it.